Dataset: Reaction yield outcomes from USPTO patents with 853,638 reactions. Task: Predict the reaction yield, written as a fraction of the theoretical maximum amount of product (1.0 means a 100% yield; for example, 0.34 means a 34% yield). The reactants are [F:1][C:2]1[CH:7]=[CH:6][C:5]([C:8]2[C:17]3[C:12](=[CH:13][CH:14]=[C:15]([OH:18])[CH:16]=3)[C:11](=[O:19])[N:10]([CH2:20][CH:21]([CH3:23])[CH3:22])[C:9]=2[CH2:24][NH:25][C:26](=[O:32])[O:27][C:28]([CH3:31])([CH3:30])[CH3:29])=[CH:4][CH:3]=1.I[CH2:34][C:35]([NH2:37])=[O:36].C1CCN2C(=NCCC2)CC1.O. The catalyst is CN(C)C=O. The product is [NH2:37][C:35](=[O:36])[CH2:34][O:18][C:15]1[CH:16]=[C:17]2[C:12](=[CH:13][CH:14]=1)[C:11](=[O:19])[N:10]([CH2:20][CH:21]([CH3:23])[CH3:22])[C:9]([CH2:24][NH:25][C:26](=[O:32])[O:27][C:28]([CH3:30])([CH3:29])[CH3:31])=[C:8]2[C:5]1[CH:4]=[CH:3][C:2]([F:1])=[CH:7][CH:6]=1. The yield is 0.490.